From a dataset of Peptide-MHC class I binding affinity with 185,985 pairs from IEDB/IMGT. Regression. Given a peptide amino acid sequence and an MHC pseudo amino acid sequence, predict their binding affinity value. This is MHC class I binding data. (1) The MHC is HLA-B07:02 with pseudo-sequence HLA-B07:02. The binding affinity (normalized) is 0.466. The peptide sequence is PGDLQTLAL. (2) The peptide sequence is SKLRALLTL. The MHC is HLA-A69:01 with pseudo-sequence HLA-A69:01. The binding affinity (normalized) is 0.0847. (3) The peptide sequence is ALYLLDGLR. The MHC is HLA-A26:01 with pseudo-sequence HLA-A26:01. The binding affinity (normalized) is 0.0847. (4) The binding affinity (normalized) is 0.426. The MHC is HLA-A02:01 with pseudo-sequence HLA-A02:01. The peptide sequence is YTLNNGVAM. (5) The peptide sequence is SVIFYFISIY. The MHC is HLA-A03:01 with pseudo-sequence HLA-A03:01. The binding affinity (normalized) is 0.617. (6) The peptide sequence is TKAGMAQYL. The MHC is HLA-B18:01 with pseudo-sequence HLA-B18:01. The binding affinity (normalized) is 0.0847. (7) The peptide sequence is TRTSPNIPK. The MHC is HLA-B57:01 with pseudo-sequence HLA-B57:01. The binding affinity (normalized) is 0.0847. (8) The peptide sequence is RRNDVARIF. The MHC is HLA-C06:02 with pseudo-sequence HLA-C06:02. The binding affinity (normalized) is 0.710. (9) The peptide sequence is ETACLGKAY. The MHC is HLA-A02:10 with pseudo-sequence HLA-A02:10. The binding affinity (normalized) is 0.0847. (10) The peptide sequence is YVYFYDLSY. The MHC is HLA-A31:01 with pseudo-sequence HLA-A31:01. The binding affinity (normalized) is 0.0847.